This data is from Forward reaction prediction with 1.9M reactions from USPTO patents (1976-2016). The task is: Predict the product of the given reaction. (1) The product is: [CH3:1][O:2][C:3]([C:5]1[N:9]=[CH:8][N:7]([CH2:11][C:12]2[C:13]([C:36]3[CH:41]=[CH:40][CH:39]=[CH:38][CH:37]=3)=[N:14][C:15]3[C:20]([C:21]=2[C:22]([NH:24][N:25]([C:30]2[CH:31]=[CH:32][CH:33]=[CH:34][CH:35]=2)[C:26]([O:28][CH3:29])=[O:27])=[O:23])=[CH:19][CH:18]=[CH:17][CH:16]=3)[N:6]=1)=[O:4]. Given the reactants [CH3:1][O:2][C:3]([C:5]1[N:9]=[CH:8][NH:7][N:6]=1)=[O:4].Br[CH2:11][C:12]1[C:13]([C:36]2[CH:41]=[CH:40][CH:39]=[CH:38][CH:37]=2)=[N:14][C:15]2[C:20]([C:21]=1[C:22]([NH:24][N:25]([C:30]1[CH:35]=[CH:34][CH:33]=[CH:32][CH:31]=1)[C:26]([O:28][CH3:29])=[O:27])=[O:23])=[CH:19][CH:18]=[CH:17][CH:16]=2, predict the reaction product. (2) Given the reactants [F:1][C:2]1[CH:10]=[C:9]2[C:5]([CH2:6][CH2:7][C:8]2=[O:11])=[C:4]([CH3:12])[CH:3]=1.Cl.[N:14](OCCC(C)C)=[O:15], predict the reaction product. The product is: [F:1][C:2]1[CH:10]=[C:9]2[C:5]([CH2:6][C:7](=[N:14][OH:15])[C:8]2=[O:11])=[C:4]([CH3:12])[CH:3]=1.